This data is from Reaction yield outcomes from USPTO patents with 853,638 reactions. The task is: Predict the reaction yield, written as a fraction of the theoretical maximum amount of product (1.0 means a 100% yield; for example, 0.34 means a 34% yield). (1) The reactants are N=[C:2]1[C:6]2([CH2:11][CH2:10][CH2:9][CH2:8][CH2:7]2)[N:5]([C:12]2[CH:17]=[CH:16][C:15]([CH3:18])=[CH:14][CH:13]=2)[C:4](=[S:19])[N:3]1[C:20]1[CH:27]=[CH:26][C:23]([C:24]#[N:25])=[C:22]([C:28]([F:31])([F:30])[F:29])[CH:21]=1.C[OH:33].O. The catalyst is Cl. The product is [O:33]=[C:2]1[C:6]2([CH2:11][CH2:10][CH2:9][CH2:8][CH2:7]2)[N:5]([C:12]2[CH:17]=[CH:16][C:15]([CH3:18])=[CH:14][CH:13]=2)[C:4](=[S:19])[N:3]1[C:20]1[CH:27]=[CH:26][C:23]([C:24]#[N:25])=[C:22]([C:28]([F:31])([F:30])[F:29])[CH:21]=1. The yield is 0.950. (2) The reactants are [F:1][C:2]([F:36])([F:35])[C:3]1[CH:8]=[C:7]([C:9]2[CH:10]=[N:11][C:12]([C:15]([F:18])([F:17])[F:16])=[CH:13][CH:14]=2)[N:6]=[C:5]([C:19]2[CH:24]=[CH:23][N:22]=[C:21]([C:25]3[CH:26]=[C:27]([S:31]([NH2:34])(=[O:33])=[O:32])[CH:28]=[CH:29][CH:30]=3)[CH:20]=2)[N:4]=1.[C:37](O[C:37](=[O:40])[CH2:38][CH3:39])(=[O:40])[CH2:38][CH3:39]. The catalyst is CCCCCC. The product is [C:37]([NH:34][S:31]([C:27]1[CH:28]=[CH:29][CH:30]=[C:25]([C:21]2[CH:20]=[C:19]([C:5]3[N:4]=[C:3]([C:2]([F:1])([F:35])[F:36])[CH:8]=[C:7]([C:9]4[CH:10]=[N:11][C:12]([C:15]([F:18])([F:17])[F:16])=[CH:13][CH:14]=4)[N:6]=3)[CH:24]=[CH:23][N:22]=2)[CH:26]=1)(=[O:33])=[O:32])(=[O:40])[CH2:38][CH3:39]. The yield is 0.690. (3) The product is [Br:1][C:2]1[CH:10]=[CH:9][CH:8]=[C:7]2[C:3]=1[CH2:4][CH2:5][CH:6]2[OH:11]. The yield is 0.960. The catalyst is C(O)C. The reactants are [Br:1][C:2]1[CH:10]=[CH:9][CH:8]=[C:7]2[C:3]=1[CH2:4][CH2:5][C:6]2=[O:11].[BH4-].[Na+]. (4) The reactants are [Br:1][CH2:2][C:3]1[C:15]2[C:14](=[O:16])[C:13]3[C:8](=[CH:9][CH:10]=[CH:11][C:12]=3[CH2:17]Br)[C:7]=2[CH:6]=[CH:5][CH:4]=1.[NH2:19][C:20]([NH2:22])=[S:21]. The catalyst is C(O)C. The product is [BrH:1].[BrH:1].[C:20]([S:21][CH2:2][C:3]1[C:15]2[C:14](=[O:16])[C:13]3[C:8](=[CH:9][CH:10]=[CH:11][C:12]=3[CH2:17][S:21][C:20](=[NH:19])[NH2:22])[C:7]=2[CH:6]=[CH:5][CH:4]=1)(=[NH:22])[NH2:19]. The yield is 0.510. (5) The reactants are [CH3:1][C:2]1[N:7]=[C:6]([C:8]2[CH:17]=[C:16]([O:18][CH:19]3[CH2:36][CH:35]4[CH:21]([C:22](=[O:42])[N:23]([CH3:41])[CH2:24][CH2:25][CH2:26][CH2:27][CH:28]=[CH:29][CH:30]5[C:32]([C:38]([OH:40])=O)([NH:33][C:34]4=[O:37])[CH2:31]5)[CH2:20]3)[C:15]3[C:10](=[C:11]([CH3:45])[C:12]([O:43][CH3:44])=[CH:13][CH:14]=3)[N:9]=2)[CH:5]=[CH:4][CH:3]=1.C1N=CN(C(N2C=NC=C2)=O)C=1.[CH:58]1([S:61]([NH2:64])(=[O:63])=[O:62])[CH2:60][CH2:59]1.C1CCN2C(=NCCC2)CC1.C(O)(=O)CC(CC(O)=O)(C(O)=O)O. The yield is 0.520. The product is [CH3:1][C:2]1[N:7]=[C:6]([C:8]2[CH:17]=[C:16]([O:18][CH:19]3[CH2:36][CH:35]4[CH:21]([C:22](=[O:42])[N:23]([CH3:41])[CH2:24][CH2:25][CH2:26][CH2:27][CH:28]=[CH:29][CH:30]5[C:32]([C:38]([NH:64][S:61]([CH:58]6[CH2:60][CH2:59]6)(=[O:63])=[O:62])=[O:40])([NH:33][C:34]4=[O:37])[CH2:31]5)[CH2:20]3)[C:15]3[C:10](=[C:11]([CH3:45])[C:12]([O:43][CH3:44])=[CH:13][CH:14]=3)[N:9]=2)[CH:5]=[CH:4][CH:3]=1. The catalyst is C1COCC1. (6) The reactants are Cl[C:2]1[N:6]([CH3:7])[N:5]=[CH:4][C:3]=1[N+:8]([O-:10])=[O:9].[NH2:11][CH2:12][CH2:13][CH2:14][NH:15][C:16](=[O:22])[O:17][C:18]([CH3:21])([CH3:20])[CH3:19]. No catalyst specified. The product is [CH3:7][N:6]1[C:2]([NH:11][CH2:12][CH2:13][CH2:14][NH:15][C:16](=[O:22])[O:17][C:18]([CH3:20])([CH3:19])[CH3:21])=[C:3]([N+:8]([O-:10])=[O:9])[CH:4]=[N:5]1. The yield is 0.850. (7) The product is [CH2:8]([O:10][C:11]([C:13]1[CH:18]=[CH:17][C:16]([CH2:1][CH2:2][CH2:3][CH2:4][CH3:5])=[CH:15][N:14]=1)=[O:12])[CH3:9]. The reactants are [CH2:1]([Mg]Br)[CH2:2][CH2:3][CH2:4][CH3:5].[CH2:8]([O:10][C:11]([C:13]1[CH:18]=[CH:17][C:16](Cl)=[CH:15][N:14]=1)=[O:12])[CH3:9].Cl. The catalyst is [Cl-].[Zn+2].[Cl-]. The yield is 0.280.